From a dataset of Catalyst prediction with 721,799 reactions and 888 catalyst types from USPTO. Predict which catalyst facilitates the given reaction. (1) Reactant: [CH3:1][O-:2].[Na+].Cl[C:5]([N:7]([CH2:21][C:22]1[CH:27]=[CH:26][CH:25]=[CH:24][C:23]=1[O:28][CH3:29])[C:8]1[CH:13]=[CH:12][CH:11]=[CH:10][C:9]=1[O:14][C:15]1[CH:20]=[CH:19][CH:18]=[CH:17][CH:16]=1)=[O:6]. Product: [CH3:29][O:28][C:23]1[CH:24]=[CH:25][CH:26]=[CH:27][C:22]=1[CH2:21][N:7]([C:5]([O:2][CH3:1])=[O:6])[C:8]1[CH:13]=[CH:12][CH:11]=[CH:10][C:9]=1[O:14][C:15]1[CH:20]=[CH:19][CH:18]=[CH:17][CH:16]=1. The catalyst class is: 7. (2) Reactant: [CH3:1][C:2]1([C:12]([O:14][CH2:15][CH3:16])=[O:13])[CH2:11][CH2:10][C:5]2(OCC[O:6]2)[CH2:4][CH2:3]1.Cl.C(Cl)Cl. Product: [CH3:1][C:2]1([C:12]([O:14][CH2:15][CH3:16])=[O:13])[CH2:3][CH2:4][C:5](=[O:6])[CH2:10][CH2:11]1. The catalyst class is: 21. (3) Reactant: [C:1]([O:9]CC)(=O)[CH2:2][C:3]([O:5][CH2:6][CH3:7])=[O:4].[H-].[Na+].[H][H].[CH2:16]([N:23]1[C:28]2[CH:29]=[CH:30][C:31]([Cl:33])=[CH:32][C:27]=2[C:26](=O)[O:25]C1=O)[C:17]1[CH:22]=[CH:21][CH:20]=[CH:19][CH:18]=1.Cl. Product: [CH2:6]([O:5][C:3]([C:2]1[C:1](=[O:9])[N:23]([CH2:16][C:17]2[CH:18]=[CH:19][CH:20]=[CH:21][CH:22]=2)[C:28]2[C:27]([C:26]=1[OH:25])=[CH:32][C:31]([Cl:33])=[CH:30][CH:29]=2)=[O:4])[CH3:7]. The catalyst class is: 44.